Dataset: Peptide-MHC class I binding affinity with 185,985 pairs from IEDB/IMGT. Task: Regression. Given a peptide amino acid sequence and an MHC pseudo amino acid sequence, predict their binding affinity value. This is MHC class I binding data. (1) The peptide sequence is GRTFGKLPY. The MHC is HLA-B08:02 with pseudo-sequence HLA-B08:02. The binding affinity (normalized) is 0.0847. (2) The peptide sequence is TAAQAAVVRF. The MHC is HLA-B44:02 with pseudo-sequence HLA-B44:02. The binding affinity (normalized) is 0. (3) The MHC is HLA-A29:02 with pseudo-sequence HLA-A29:02. The binding affinity (normalized) is 0.446. The peptide sequence is GSLLHGLWPY. (4) The peptide sequence is TICLKNEGV. The MHC is HLA-A02:06 with pseudo-sequence HLA-A02:06. The binding affinity (normalized) is 0.469. (5) The peptide sequence is LLYQTFGRK. The MHC is HLA-A31:01 with pseudo-sequence HLA-A31:01. The binding affinity (normalized) is 0.219. (6) The peptide sequence is KVFGYDIDR. The MHC is HLA-A26:01 with pseudo-sequence HLA-A26:01. The binding affinity (normalized) is 0.0847. (7) The peptide sequence is ALLSCIRNA. The MHC is HLA-A02:03 with pseudo-sequence HLA-A02:03. The binding affinity (normalized) is 0.831.